From a dataset of Forward reaction prediction with 1.9M reactions from USPTO patents (1976-2016). Predict the product of the given reaction. (1) Given the reactants [C:1]([O:5][C:6]([CH2:8][O:9][CH:10]1[CH2:15][CH2:14][N:13]([CH:16]2[CH2:21][CH2:20][N:19](C(OCC3C=CC=CC=3)=O)[CH2:18][CH2:17]2)[CH2:12][CH2:11]1)=[O:7])([CH3:4])([CH3:3])[CH3:2].[H][H], predict the reaction product. The product is: [C:1]([O:5][C:6](=[O:7])[CH2:8][O:9][CH:10]1[CH2:15][CH2:14][N:13]([CH:16]2[CH2:17][CH2:18][NH:19][CH2:20][CH2:21]2)[CH2:12][CH2:11]1)([CH3:4])([CH3:2])[CH3:3]. (2) The product is: [CH2:10]([N:17]1[C:3](=[O:4])[C:2]([Cl:1])=[C:6]([NH:17][CH2:10][C:11]2[CH:16]=[CH:15][CH:14]=[CH:13][CH:12]=2)[C:5]1=[O:8])[C:11]1[CH:16]=[CH:15][CH:14]=[CH:13][CH:12]=1. Given the reactants [Cl:1][C:2]1[C:3](=O)[O:4][C:5](=[O:8])[C:6]=1Cl.[CH2:10]([NH2:17])[C:11]1[CH:16]=[CH:15][CH:14]=[CH:13][CH:12]=1, predict the reaction product. (3) The product is: [N:24]1[CH:25]=[CH:26][CH:27]=[CH:28][C:23]=1[C:2]1[CH:7]=[CH:6][C:5]([C:8]2[C:9](=[O:17])[NH:10][C:11]3([CH2:16][CH2:15][CH2:14][CH2:13]3)[N:12]=2)=[CH:4][CH:3]=1. Given the reactants Br[C:2]1[CH:7]=[CH:6][C:5]([C:8]2[C:9](=[O:17])[NH:10][C:11]3([CH2:16][CH2:15][CH2:14][CH2:13]3)[N:12]=2)=[CH:4][CH:3]=1.C([Sn](CCCC)(CCCC)[C:23]1[CH:28]=[CH:27][CH:26]=[CH:25][N:24]=1)CCC, predict the reaction product. (4) Given the reactants [C:1]1([CH3:7])[CH:6]=CC=[CH:3][CH:2]=1.[CH:8]([OH:11])([CH3:10])[CH3:9], predict the reaction product. The product is: [CH:2]([CH:1]1[CH2:7][CH2:10][CH:8]2[O:11][CH:9]2[CH2:6]1)=[CH2:3].